Predict the reaction yield, written as a fraction of the theoretical maximum amount of product (1.0 means a 100% yield; for example, 0.34 means a 34% yield). From a dataset of Reaction yield outcomes from USPTO patents with 853,638 reactions. (1) The reactants are [Cl:1][C:2]1[N:7]=[C:6](Cl)[C:5]([N+:9]([O-:11])=[O:10])=[CH:4][N:3]=1.[CH:12]1([NH2:17])[CH2:16][CH2:15][CH2:14][CH2:13]1.C(N(CC)C(C)C)(C)C. The catalyst is C1COCC1. The product is [Cl:1][C:2]1[N:7]=[C:6]([NH:17][CH:12]2[CH2:16][CH2:15][CH2:14][CH2:13]2)[C:5]([N+:9]([O-:11])=[O:10])=[CH:4][N:3]=1. The yield is 0.840. (2) The reactants are [OH:1][CH2:2][C:3]([NH:6][C:7]([C:9]1[C:17]2[C:12](=[N:13][CH:14]=[C:15]([N:18]3[C:26]4[C:21](=[CH:22][CH:23]=[CH:24][CH:25]=4)[C:20]([CH:27]4[CH2:32][CH2:31][N:30]([CH3:33])[CH2:29][CH2:28]4)=[N:19]3)[N:16]=2)[N:11](COCC[Si](C)(C)C)[CH:10]=1)=[O:8])([CH3:5])[CH3:4].FC(F)(F)C(O)=O. The catalyst is ClCCl. The product is [OH:1][CH2:2][C:3]([NH:6][C:7]([C:9]1[C:17]2[C:12](=[N:13][CH:14]=[C:15]([N:18]3[C:26]4[C:21](=[CH:22][CH:23]=[CH:24][CH:25]=4)[C:20]([CH:27]4[CH2:32][CH2:31][N:30]([CH3:33])[CH2:29][CH2:28]4)=[N:19]3)[N:16]=2)[NH:11][CH:10]=1)=[O:8])([CH3:5])[CH3:4]. The yield is 0.230. (3) The reactants are Br[C:2]1[C:15](=[O:16])[N:14]([CH:17]([CH3:19])[CH3:18])[C:5]2[N:6]=[C:7]([NH:11][CH2:12][CH3:13])[N:8]=[C:9]([CH3:10])[C:4]=2[CH:3]=1.[S:20]1[CH:24]=[CH:23][CH:22]=[C:21]1B(O)O.C(N(CC)CC)C.COCCOC. The catalyst is O. The product is [CH2:12]([NH:11][C:7]1[N:8]=[C:9]([CH3:10])[C:4]2[CH:3]=[C:2]([C:21]3[S:20][CH:24]=[CH:23][CH:22]=3)[C:15](=[O:16])[N:14]([CH:17]([CH3:19])[CH3:18])[C:5]=2[N:6]=1)[CH3:13]. The yield is 0.180. (4) The reactants are Cl.[NH2:2][OH:3].CO.C[O-].[Na+].[N+:9]([C:12]1[CH:17]=[CH:16][C:15]([CH2:18][C:19]#[N:20])=[CH:14][CH:13]=1)([O-])=[O:10].[OH2:21]. The catalyst is CS(C)=O. The product is [OH:3][N:2]=[C:19]([NH2:20])[CH2:18][C:15]1[CH:14]=[CH:13][C:12]([N+:9]([O-:10])=[O:21])=[CH:17][CH:16]=1. The yield is 0.590.